Dataset: Forward reaction prediction with 1.9M reactions from USPTO patents (1976-2016). Task: Predict the product of the given reaction. (1) Given the reactants C(N(CC1NC2C=CC(C(NCCC3N=CNC=3)=O)=CC=2N=1)C1C2N=CC=CC=2CCC1)C.FC1C(O[C:42]([C:44]2[CH:65]=[CH:64][C:47]3[NH:48][C:49]([CH2:51][N:52]([CH3:63])[CH:53]4[C:62]5[N:61]=[CH:60][CH:59]=[CH:58][C:57]=5[CH2:56][CH2:55][CH2:54]4)=[N:50][C:46]=3[CH:45]=2)=[O:43])=C(F)C(F)=C(F)C=1F.[CH3:70][C:71]([CH3:76])([CH2:74][NH2:75])[CH2:72][NH2:73], predict the reaction product. The product is: [NH2:73][CH2:72][C:71]([CH3:76])([CH3:70])[CH2:74][NH:75][C:42]([C:44]1[CH:65]=[CH:64][C:47]2[NH:48][C:49]([CH2:51][N:52]([CH3:63])[CH:53]3[C:62]4[N:61]=[CH:60][CH:59]=[CH:58][C:57]=4[CH2:56][CH2:55][CH2:54]3)=[N:50][C:46]=2[CH:45]=1)=[O:43]. (2) Given the reactants Br[C:2]1[CH:7]=[C:6]([F:8])[CH:5]=[CH:4][C:3]=1[S:9]([NH:12][C:13]1[C:18]([C:19]([O:21][CH3:22])=[O:20])=[C:17]([O:23][CH3:24])[C:16]([CH2:25][CH3:26])=[CH:15][CH:14]=1)(=[O:11])=[O:10].C1(P(C2C=CC=CC=2)C2C=CC=CC=2)C=CC=CC=1.[OH:46][CH2:47][CH2:48][C:49]#[CH:50].CN(C)C, predict the reaction product. The product is: [CH2:25]([C:16]1[C:17]([O:23][CH3:24])=[C:18]([C:13]([NH:12][S:9]([C:3]2[CH:4]=[CH:5][C:6]([F:8])=[CH:7][C:2]=2[C:50]#[C:49][CH2:48][CH2:47][OH:46])(=[O:11])=[O:10])=[CH:14][CH:15]=1)[C:19]([O:21][CH3:22])=[O:20])[CH3:26]. (3) The product is: [I:20][C:1]#[C:2][CH2:3][CH2:4][CH2:5][CH2:6][CH2:7][C:8]#[C:9][C:10]#[C:11][CH2:12][CH2:13][CH2:14][CH2:15][CH2:16][CH2:17][CH2:18][CH3:19]. Given the reactants [CH:1]#[C:2][CH2:3][CH2:4][CH2:5][CH2:6][CH2:7][C:8]#[C:9][C:10]#[C:11][CH2:12][CH2:13][CH2:14][CH2:15][CH2:16][CH2:17][CH2:18][CH3:19].[I:20]I, predict the reaction product.